This data is from Reaction yield outcomes from USPTO patents with 853,638 reactions. The task is: Predict the reaction yield, written as a fraction of the theoretical maximum amount of product (1.0 means a 100% yield; for example, 0.34 means a 34% yield). (1) The reactants are [CH:1]([C:3]1[CH:4]=[CH:5][C:6]([O:12][CH3:13])=[C:7](B(O)O)[CH:8]=1)=[O:2].I[C:15]1[CH:16]=[C:17]([C:21]2[O:22][CH:23]=[N:24][N:25]=2)[CH:18]=[CH:19][CH:20]=1.C([O-])([O-])=O.[K+].[K+]. The catalyst is COCCOC.C(OCC)(=O)C.Cl[Pd](Cl)([P](C1C=CC=CC=1)(C1C=CC=CC=1)C1C=CC=CC=1)[P](C1C=CC=CC=1)(C1C=CC=CC=1)C1C=CC=CC=1. The product is [CH3:13][O:12][C:6]1[C:7]([C:19]2[CH:20]=[CH:15][CH:16]=[C:17]([C:21]3[O:22][CH:23]=[N:24][N:25]=3)[CH:18]=2)=[CH:8][C:3]([CH:1]=[O:2])=[CH:4][CH:5]=1. The yield is 0.550. (2) The reactants are Br[C:2]1[CH:7]=[C:6]([CH3:8])[C:5]([Br:9])=[CH:4][N:3]=1.[CH:10]1[C:18]2[C:17]3[CH:19]=[CH:20][CH:21]=[CH:22][C:16]=3[O:15][C:14]=2[C:13](B(O)O)=[CH:12][CH:11]=1.C([O-])([O-])=O.[K+].[K+].C(COC)OC. The catalyst is C1C=CC([P]([Pd]([P](C2C=CC=CC=2)(C2C=CC=CC=2)C2C=CC=CC=2)([P](C2C=CC=CC=2)(C2C=CC=CC=2)C2C=CC=CC=2)[P](C2C=CC=CC=2)(C2C=CC=CC=2)C2C=CC=CC=2)(C2C=CC=CC=2)C2C=CC=CC=2)=CC=1.O. The product is [Br:9][C:5]1[C:6]([CH3:8])=[CH:7][C:2]([C:22]2[C:16]3[O:15][C:14]4[CH:13]=[CH:12][CH:11]=[CH:10][C:18]=4[C:17]=3[CH:19]=[CH:20][CH:21]=2)=[N:3][CH:4]=1. The yield is 0.720. (3) The reactants are [C:1]([O:5][CH:6]([C:11]1[C:16]([CH3:17])=[CH:15][CH:14]=[C:13](OS(C(F)(F)F)(=O)=O)[C:12]=1[C:26]1[CH:27]=[CH:28][C:29]2[O:34][CH2:33][CH2:32][CH2:31][C:30]=2[CH:35]=1)C(OC)=O)([CH3:4])([CH3:3])[CH3:2].[CH:36](/B(O)O)=[CH:37]/[CH3:38].[C:42](=[O:45])([O-])[O-:43].[K+].[K+].O1CCOC[CH2:49]1. The catalyst is O.C1(P(C2C=CC=CC=2)C2C=CC=CC=2)C=CC=CC=1.C1(P(C2C=CC=CC=2)C2C=CC=CC=2)C=CC=CC=1.C1(P(C2C=CC=CC=2)C2C=CC=CC=2)C=CC=CC=1.C1(P(C2C=CC=CC=2)C2C=CC=CC=2)C=CC=CC=1.[Pd]. The product is [CH3:49][O:43][C:42](=[O:45])[CH:6]([O:5][C:1]([CH3:2])([CH3:3])[CH3:4])[C:11]1[C:16]([CH3:17])=[CH:15][CH:14]=[C:13](/[CH:36]=[CH:37]\[CH3:38])[C:12]=1[C:26]1[CH:35]=[C:30]2[C:29](=[CH:28][CH:27]=1)[O:34][CH2:33][CH2:32][CH2:31]2. The yield is 0.880. (4) The reactants are [CH:1]([C:4]1[CH:9]=[CH:8][C:7](B(O)O)=[CH:6][CH:5]=1)([CH3:3])[CH3:2].[Cl:13][C:14]1[N:19]=[C:18](Cl)[N:17]=[C:16]([O:21][CH3:22])[N:15]=1.C(=O)([O-])[O-].[Na+].[Na+].O. The catalyst is O1CCOCC1.C(OCC)(=O)C. The product is [Cl:13][C:14]1[N:19]=[C:18]([C:7]2[CH:8]=[CH:9][C:4]([CH:1]([CH3:3])[CH3:2])=[CH:5][CH:6]=2)[N:17]=[C:16]([O:21][CH3:22])[N:15]=1. The yield is 0.570. (5) The product is [CH2:1]([O:8][C:9]1[CH:23]=[CH:22][C:12]([O:13][C:14]2[CH:15]=[C:16]([CH:19]=[CH:20][CH:21]=2)[C:17]([OH:27])=[O:25])=[CH:11][C:10]=1[CH3:24])[C:2]1[CH:7]=[CH:6][CH:5]=[CH:4][CH:3]=1. The reactants are [CH2:1]([O:8][C:9]1[CH:23]=[CH:22][C:12]([O:13][C:14]2[CH:15]=[C:16]([CH:19]=[CH:20][CH:21]=2)[C:17]#N)=[CH:11][C:10]=1[CH3:24])[C:2]1[CH:7]=[CH:6][CH:5]=[CH:4][CH:3]=1.[OH-:25].[K+].[OH:27]O.[OH-].[Na+].Cl. The catalyst is CO.C(O)C.CCOC(C)=O.CCOCC. The yield is 0.960. (6) The reactants are [CH2:1]([N:8]1[CH2:14][CH:13]2[CH:15]([NH:16][CH3:17])[CH:10]([CH2:11][CH2:12]2)[CH2:9]1)[C:2]1[CH:7]=[CH:6][CH:5]=[CH:4][CH:3]=1.[C:29]([O:28][C:26](O[C:26]([O:28][C:29]([CH3:32])([CH3:31])[CH3:30])=[O:27])=[O:27])([CH3:32])([CH3:31])[CH3:30]. The catalyst is ClCCl. The product is [CH2:1]([N:8]1[CH2:14][CH:13]2[CH:15]([N:16]([CH3:17])[C:26](=[O:27])[O:28][C:29]([CH3:30])([CH3:31])[CH3:32])[CH:10]([CH2:11][CH2:12]2)[CH2:9]1)[C:2]1[CH:3]=[CH:4][CH:5]=[CH:6][CH:7]=1. The yield is 1.00. (7) The reactants are [CH2:1]([CH:4]([C:8]1[CH:28]=[CH:27][C:11]([O:12][CH2:13][C:14]2[CH:19]=[CH:18][C:17]([C:20]3[S:24][C:23]([CH:25]=[O:26])=[CH:22][CH:21]=3)=[CH:16][CH:15]=2)=[CH:10][CH:9]=1)[CH2:5][CH2:6][CH3:7])[CH2:2][CH3:3].[BH4-].[Na+]. The catalyst is O1CCCC1.C(O)C. The product is [CH2:1]([CH:4]([C:8]1[CH:28]=[CH:27][C:11]([O:12][CH2:13][C:14]2[CH:19]=[CH:18][C:17]([C:20]3[S:24][C:23]([CH2:25][OH:26])=[CH:22][CH:21]=3)=[CH:16][CH:15]=2)=[CH:10][CH:9]=1)[CH2:5][CH2:6][CH3:7])[CH2:2][CH3:3]. The yield is 0.910. (8) The reactants are [CH2:1]([O:3][C:4](=[O:29])[CH2:5][C:6]1[N:7]=[C:8]([NH:11][C:12]([NH:14][C:15]2[CH:20]=[CH:19][C:18]([CH3:21])=[CH:17][C:16]=2[C:22]([CH:24]2[CH2:28][CH2:27][CH2:26][CH2:25]2)=[O:23])=[O:13])[S:9][CH:10]=1)[CH3:2].[Br:30]N1C(=O)CCC1=O. The catalyst is C(#N)C.C(Cl)Cl. The product is [CH2:1]([O:3][C:4](=[O:29])[CH2:5][C:6]1[N:7]=[C:8]([NH:11][C:12]([NH:14][C:15]2[CH:20]=[CH:19][C:18]([CH3:21])=[CH:17][C:16]=2[C:22]([CH:24]2[CH2:28][CH2:27][CH2:26][CH2:25]2)=[O:23])=[O:13])[S:9][C:10]=1[Br:30])[CH3:2]. The yield is 0.210.